From a dataset of Forward reaction prediction with 1.9M reactions from USPTO patents (1976-2016). Predict the product of the given reaction. Given the reactants [Br:1][C:2]1[N:6]2[CH2:7][CH2:8][NH:9][CH2:10][C:5]2=[N:4][N:3]=1.[C:11]([O-])([O-])=O.[K+].[K+].S(OC)(OC)(=O)=O, predict the reaction product. The product is: [Br:1][C:2]1[N:6]2[CH2:7][CH2:8][N:9]([CH3:11])[CH2:10][C:5]2=[N:4][N:3]=1.